From a dataset of Reaction yield outcomes from USPTO patents with 853,638 reactions. Predict the reaction yield, written as a fraction of the theoretical maximum amount of product (1.0 means a 100% yield; for example, 0.34 means a 34% yield). (1) The reactants are Cl[C:2]1[C:7]([C:8]([N:10]2[CH2:15][CH2:14][CH:13]([C:16]3[CH:21]=[CH:20][C:19]([F:22])=[CH:18][CH:17]=3)[CH2:12][CH2:11]2)=[O:9])=[CH:6][N:5]=[C:4]([S:23]([N:26]([CH2:36][C:37]2[CH:42]=[CH:41][C:40]([O:43][CH3:44])=[CH:39][CH:38]=2)[CH2:27][C:28]2[CH:33]=[CH:32][C:31]([O:34][CH3:35])=[CH:30][CH:29]=2)(=[O:25])=[O:24])[C:3]=1[CH3:45].[CH:46]1[C:51]([OH:52])=[CH:50][CH:49]=[C:48]([CH3:53])[CH:47]=1.C(=O)([O-])[O-].[Cs+].[Cs+].[Cl-].[Na+]. The catalyst is CC(N(C)C)=O. The product is [F:22][C:19]1[CH:20]=[CH:21][C:16]([CH:13]2[CH2:12][CH2:11][N:10]([C:8]([C:7]3[C:2]([O:52][C:51]4[CH:46]=[CH:47][C:48]([CH3:53])=[CH:49][CH:50]=4)=[C:3]([CH3:45])[C:4]([S:23]([N:26]([CH2:36][C:37]4[CH:38]=[CH:39][C:40]([O:43][CH3:44])=[CH:41][CH:42]=4)[CH2:27][C:28]4[CH:29]=[CH:30][C:31]([O:34][CH3:35])=[CH:32][CH:33]=4)(=[O:24])=[O:25])=[N:5][CH:6]=3)=[O:9])[CH2:15][CH2:14]2)=[CH:17][CH:18]=1. The yield is 0.550. (2) The reactants are [F:1][C:2]1[CH:7]=[CH:6][C:5]([C:8]2[CH:13]=[C:12]([C:14]([F:17])([F:16])[F:15])[N:11]=[C:10]([N:18]3[CH:22]=[C:21](I)[N:20]=[CH:19]3)[N:9]=2)=[CH:4][CH:3]=1.[Cl-].[Li+].C([Mg]Cl)(C)C.[CH2:31]([Sn:35](Cl)([CH2:40][CH2:41][CH2:42][CH3:43])[CH2:36][CH2:37][CH2:38][CH3:39])[CH2:32][CH2:33][CH3:34].[Cl-].[NH4+]. The catalyst is C1COCC1. The product is [F:1][C:2]1[CH:7]=[CH:6][C:5]([C:8]2[CH:13]=[C:12]([C:14]([F:17])([F:16])[F:15])[N:11]=[C:10]([N:18]3[CH:22]=[C:21]([Sn:35]([CH2:36][CH2:37][CH2:38][CH3:39])([CH2:40][CH2:41][CH2:42][CH3:43])[CH2:31][CH2:32][CH2:33][CH3:34])[N:20]=[CH:19]3)[N:9]=2)=[CH:4][CH:3]=1. The yield is 0.580. (3) The product is [NH:24]1[C:12]([CH2:11][C:10]2[S:9][C:8]([N:14]3[CH2:15][CH2:16][O:17][CH2:18][CH2:19]3)=[N:7][C:6]=2[CH2:5][C:4]2[CH:20]=[CH:21][C:22]([Cl:23])=[C:2]([Cl:1])[CH:3]=2)=[N:13][N:26]=[N:25]1. The yield is 0.0500. The reactants are [Cl:1][C:2]1[CH:3]=[C:4]([CH:20]=[CH:21][C:22]=1[Cl:23])[CH2:5][C:6]1[N:7]=[C:8]([N:14]2[CH2:19][CH2:18][O:17][CH2:16][CH2:15]2)[S:9][C:10]=1[CH2:11][C:12]#[N:13].[N-:24]=[N+:25]=[N-:26].[Na+].[NH4+].[Cl-]. The catalyst is CN(C=O)C.C(OCC)(=O)C.O. (4) The reactants are [F:1][C:2]([F:25])([F:24])[C:3]1[CH:4]=[C:5]([C:13]2[O:23][C:16]3=[C:17]([NH2:22])[N:18]=[CH:19][C:20](Br)=[C:15]3[CH:14]=2)[CH:6]=[C:7]([C:9]([F:12])([F:11])[F:10])[CH:8]=1.CC1(C)C(C)(C)OB([C:34]2[CH:35]=[N:36][N:37]([CH:39]3[CH2:44][CH2:43][N:42]([C:45]([O:47][C:48]([CH3:51])([CH3:50])[CH3:49])=[O:46])[CH2:41][CH2:40]3)[CH:38]=2)O1.C([O-])([O-])=O.[Na+].[Na+]. The catalyst is O1CCOCC1.O.Cl[Pd](Cl)([P](C1C=CC=CC=1)(C1C=CC=CC=1)C1C=CC=CC=1)[P](C1C=CC=CC=1)(C1C=CC=CC=1)C1C=CC=CC=1. The product is [NH2:22][C:17]1[N:18]=[CH:19][C:20]([C:34]2[CH:35]=[N:36][N:37]([CH:39]3[CH2:40][CH2:41][N:42]([C:45]([O:47][C:48]([CH3:51])([CH3:50])[CH3:49])=[O:46])[CH2:43][CH2:44]3)[CH:38]=2)=[C:15]2[CH:14]=[C:13]([C:5]3[CH:4]=[C:3]([C:2]([F:25])([F:24])[F:1])[CH:8]=[C:7]([C:9]([F:12])([F:11])[F:10])[CH:6]=3)[O:23][C:16]=12. The yield is 0.360. (5) The reactants are Cl[CH:2]([CH3:5])[C:3]#[CH:4].[CH3:6][S:7]([N:10]1[CH2:15][CH2:14][NH:13][CH2:12][CH2:11]1)(=[O:9])=[O:8].O. The catalyst is C(OCC)C.[Cu].[Cu]Cl. The product is [CH3:5][CH:2]([N:13]1[CH2:14][CH2:15][N:10]([S:7]([CH3:6])(=[O:9])=[O:8])[CH2:11][CH2:12]1)[C:3]#[CH:4]. The yield is 0.660.